Dataset: Catalyst prediction with 721,799 reactions and 888 catalyst types from USPTO. Task: Predict which catalyst facilitates the given reaction. (1) Reactant: CC1C=CC=C([N+]([O-])=O)C=1C(OC(C1C([N+]([O-])=O)=CC=CC=1C)=O)=O.[C:26]([O:30][C:31](=[O:102])[CH2:32][CH2:33][C@H:34]([C:65](=[O:101])[NH:66][C@@H:67]([C:89](=[O:100])[NH:90][C:91]1([CH:94]([OH:99])[CH2:95][C:96](O)=[O:97])[CH2:93][CH2:92]1)[CH2:68][S:69][C:70]([C:83]1[CH:88]=[CH:87][CH:86]=[CH:85][CH:84]=1)([C:77]1[CH:82]=[CH:81][CH:80]=[CH:79][CH:78]=1)[C:71]1[CH:76]=[CH:75][CH:74]=[CH:73][CH:72]=1)[NH:35][C:36](=[O:64])[CH2:37][C@H:38]([OH:63])/[CH:39]=[CH:40]/[CH2:41][CH2:42][S:43][C:44]([C:57]1[CH:62]=[CH:61][CH:60]=[CH:59][CH:58]=1)([C:51]1[CH:56]=[CH:55][CH:54]=[CH:53][CH:52]=1)[C:45]1[CH:50]=[CH:49][CH:48]=[CH:47][CH:46]=1)([CH3:29])([CH3:28])[CH3:27]. Product: [C:26]([O:30][C:31](=[O:102])[CH2:32][CH2:33][C@H:34]1[NH:35][C:36](=[O:64])[CH2:37][C@@H:38](/[CH:39]=[CH:40]/[CH2:41][CH2:42][S:43][C:44]([C:45]2[CH:50]=[CH:49][CH:48]=[CH:47][CH:46]=2)([C:57]2[CH:58]=[CH:59][CH:60]=[CH:61][CH:62]=2)[C:51]2[CH:56]=[CH:55][CH:54]=[CH:53][CH:52]=2)[O:63][C:96](=[O:97])[CH2:95][CH:94]([OH:99])[C:91]2([CH2:92][CH2:93]2)[NH:90][C:89](=[O:100])[C@@H:67]([CH2:68][S:69][C:70]([C:71]2[CH:76]=[CH:75][CH:74]=[CH:73][CH:72]=2)([C:77]2[CH:78]=[CH:79][CH:80]=[CH:81][CH:82]=2)[C:83]2[CH:88]=[CH:87][CH:86]=[CH:85][CH:84]=2)[NH:66][C:65]1=[O:101])([CH3:28])([CH3:29])[CH3:27]. The catalyst class is: 79. (2) Reactant: [Cl:1][C:2]1[C:7]([Cl:8])=[C:6]([S:9](=[O:19])(=[O:18])[NH:10][C@@H:11]([CH2:16][CH3:17])[C:12]([F:15])([F:14])[F:13])[CH:5]=[CH:4][C:3]=1[C:20]1[S:24][C:23]([C:25]([NH:27][NH:28][C:29](=O)[CH2:30][C:31]([CH3:37])([CH3:36])[C:32]([O:34][CH3:35])=[O:33])=[O:26])=[N:22][C:21]=1[CH2:39][N:40]1[CH2:45][CH2:44][CH2:43][C:42]([F:47])([F:46])[CH2:41]1.S(Cl)(C1C=CC(C)=CC=1)(=O)=O.O. Product: [Cl:1][C:2]1[C:7]([Cl:8])=[C:6]([S:9](=[O:18])(=[O:19])[NH:10][C@@H:11]([CH2:16][CH3:17])[C:12]([F:15])([F:13])[F:14])[CH:5]=[CH:4][C:3]=1[C:20]1[S:24][C:23]([C:25]2[O:26][C:29]([CH2:30][C:31]([CH3:36])([CH3:37])[C:32]([O:34][CH3:35])=[O:33])=[N:28][N:27]=2)=[N:22][C:21]=1[CH2:39][N:40]1[CH2:45][CH2:44][CH2:43][C:42]([F:46])([F:47])[CH2:41]1. The catalyst class is: 2.